From a dataset of NCI-60 drug combinations with 297,098 pairs across 59 cell lines. Regression. Given two drug SMILES strings and cell line genomic features, predict the synergy score measuring deviation from expected non-interaction effect. (1) Drug 1: C1CC(=O)NC(=O)C1N2CC3=C(C2=O)C=CC=C3N. Drug 2: C1CN(P(=O)(OC1)NCCCl)CCCl. Cell line: M14. Synergy scores: CSS=-1.08, Synergy_ZIP=0.394, Synergy_Bliss=-1.32, Synergy_Loewe=-2.25, Synergy_HSA=-3.06. (2) Drug 1: C1=C(C(=O)NC(=O)N1)N(CCCl)CCCl. Drug 2: CC1=C2C(C(=O)C3(C(CC4C(C3C(C(C2(C)C)(CC1OC(=O)C(C(C5=CC=CC=C5)NC(=O)OC(C)(C)C)O)O)OC(=O)C6=CC=CC=C6)(CO4)OC(=O)C)O)C)O. Cell line: HOP-92. Synergy scores: CSS=39.1, Synergy_ZIP=-6.16, Synergy_Bliss=-5.19, Synergy_Loewe=-2.78, Synergy_HSA=0.0277.